This data is from Acute oral toxicity (LD50) regression data from Zhu et al.. The task is: Regression/Classification. Given a drug SMILES string, predict its toxicity properties. Task type varies by dataset: regression for continuous values (e.g., LD50, hERG inhibition percentage) or binary classification for toxic/non-toxic outcomes (e.g., AMES mutagenicity, cardiotoxicity, hepatotoxicity). Dataset: ld50_zhu. The rat oral LD50 is 1.65, given as -log10 of the dose in mol/kg body weight (higher means more acutely toxic). The compound is CCCCCCOCCOCCOCC.